The task is: Regression. Given a peptide amino acid sequence and an MHC pseudo amino acid sequence, predict their binding affinity value. This is MHC class II binding data.. This data is from Peptide-MHC class II binding affinity with 134,281 pairs from IEDB. The peptide sequence is STWYGKPTAAGPKDN. The binding affinity (normalized) is 0.0496. The MHC is HLA-DQA10401-DQB10402 with pseudo-sequence HLA-DQA10401-DQB10402.